From a dataset of Full USPTO retrosynthesis dataset with 1.9M reactions from patents (1976-2016). Predict the reactants needed to synthesize the given product. (1) Given the product [NH2:18][C:13]1[CH:14]=[CH:15][CH:16]=[CH:17][C:12]=1[C:10]1[N:11]=[C:7]([CH2:6][CH2:5][CH2:4][C:3]([OH:19])=[O:2])[O:8][CH:9]=1, predict the reactants needed to synthesize it. The reactants are: C[O:2][C:3](=[O:19])[CH2:4][CH2:5][CH2:6][C:7]1[O:8][CH:9]=[C:10]([C:12]2[CH:17]=[CH:16][CH:15]=[CH:14][C:13]=2[NH2:18])[N:11]=1.C1COCC1.[OH-].[Na+]. (2) Given the product [C:25]([O:29][C:30]([NH:1][CH:2]([C:7]1[CH:8]=[CH:9][C:10]([O:13][CH3:14])=[C:11]([O:24][CH2:20][CH3:21])[CH:12]=1)[CH2:3][C:4]([OH:6])=[O:5])=[O:31])([CH3:28])([CH3:27])[CH3:26], predict the reactants needed to synthesize it. The reactants are: [NH2:1][CH:2]([C:7]1[CH:12]=[CH:11][C:10]([O:13][CH3:14])=[CH:9][C:8]=1OCC)[CH2:3][C:4]([OH:6])=[O:5].[OH-].[Na+].[C:20]([OH:24])(C)(C)[CH3:21].[C:25]([O:29][C:30](O[C:30]([O:29][C:25]([CH3:28])([CH3:27])[CH3:26])=[O:31])=[O:31])([CH3:28])([CH3:27])[CH3:26].